From a dataset of Full USPTO retrosynthesis dataset with 1.9M reactions from patents (1976-2016). Predict the reactants needed to synthesize the given product. Given the product [CH2:39]([C:35]1[CH:34]=[C:33]([NH:32][C:30]([C:26]2[N:25]([CH2:22]/[CH:23]=[CH:24]/[C:33]3[CH:38]=[CH:37][CH:36]=[C:35]([O:11][C@@H:12]([CH3:21])[C:13]([N:15]4[CH2:16][CH2:17][O:18][CH2:19][CH2:20]4)=[O:14])[CH:34]=3)[CH:29]=[CH:28][CH:27]=2)=[O:31])[CH:38]=[CH:37][CH:36]=1)[CH3:40], predict the reactants needed to synthesize it. The reactants are: CC1C=CC(S([O:11][C@H:12]([CH3:21])[C:13]([N:15]2[CH2:20][CH2:19][O:18][CH2:17][CH2:16]2)=[O:14])(=O)=O)=CC=1.[CH2:22]([N:25]1[CH:29]=[CH:28][CH:27]=[C:26]1[C:30]([NH:32][C:33]1[CH:38]=[CH:37][CH:36]=[C:35]([CH2:39][CH3:40])[CH:34]=1)=[O:31])[CH:23]=[CH2:24].C(=O)([O-])O.[Na+].S([O-])(O)(=O)=O.[K+].